This data is from Forward reaction prediction with 1.9M reactions from USPTO patents (1976-2016). The task is: Predict the product of the given reaction. (1) The product is: [C:1]([O:5][C:6](=[O:42])[N:7]([CH2:8][C:9]1[CH:14]=[CH:13][C:12]([CH2:15][NH2:16])=[CH:11][CH:10]=1)[CH2:27][CH2:28][CH2:29][CH2:30][NH:31][C:32]([O:34][CH2:35][C:36]1[CH:37]=[CH:38][CH:39]=[CH:40][CH:41]=1)=[O:33])([CH3:4])([CH3:2])[CH3:3]. Given the reactants [C:1]([O:5][C:6](=[O:42])[N:7]([CH2:27][CH2:28][CH2:29][CH2:30][NH:31][C:32]([O:34][CH2:35][C:36]1[CH:41]=[CH:40][CH:39]=[CH:38][CH:37]=1)=[O:33])[CH2:8][C:9]1[CH:14]=[CH:13][C:12]([CH2:15][N:16]2C(=O)C3C(=CC=CC=3)C2=O)=[CH:11][CH:10]=1)([CH3:4])([CH3:3])[CH3:2].CN.CO, predict the reaction product. (2) Given the reactants [OH-].[Li+].C[O:4][C:5](=[O:22])[C:6]1[CH:11]=[C:10]([S@:12]([CH2:14][CH2:15][CH3:16])=[O:13])[N:9]=[C:8]([NH:17][CH:18]([CH2:20][CH3:21])[CH3:19])[CH:7]=1, predict the reaction product. The product is: [CH:18]([NH:17][C:8]1[CH:7]=[C:6]([CH:11]=[C:10]([S@:12]([CH2:14][CH2:15][CH3:16])=[O:13])[N:9]=1)[C:5]([OH:22])=[O:4])([CH2:20][CH3:21])[CH3:19].